The task is: Predict the reactants needed to synthesize the given product.. This data is from Full USPTO retrosynthesis dataset with 1.9M reactions from patents (1976-2016). (1) Given the product [O:17]1[C:16]2[CH:20]=[CH:21][C:13]([CH2:12][NH:7][CH2:8][CH2:9][N:10]([C:24]3[S:28][N:27]=[C:26]([N:29]4[CH:33]=[CH:32][N:31]=[CH:30]4)[N:25]=3)[CH3:11])=[CH:14][C:15]=2[O:19][CH2:18]1, predict the reactants needed to synthesize it. The reactants are: C(OC(=O)[N:7]([CH2:12][C:13]1[CH:21]=[CH:20][C:16]2[O:17][CH2:18][O:19][C:15]=2[CH:14]=1)[CH2:8][CH2:9][NH:10][CH3:11])(C)(C)C.Cl[C:24]1[S:28][N:27]=[C:26]([N:29]2[CH:33]=[CH:32][N:31]=[CH:30]2)[N:25]=1.O. (2) Given the product [Cl:1][C:2]1[CH:3]=[CH:4][C:5]2[N:6]([CH:8]=[C:9]([NH:11][C:12](=[O:13])[C:14]3[CH:15]=[CH:16][C:17]([C:20]([CH3:25])([CH3:24])[C:21]([NH:33][CH2:32][CH:30]4[CH2:29][O:28][C:27]([CH3:34])([CH3:26])[O:31]4)=[O:22])=[CH:18][CH:19]=3)[N:10]=2)[CH:7]=1, predict the reactants needed to synthesize it. The reactants are: [Cl:1][C:2]1[CH:3]=[CH:4][C:5]2[N:6]([CH:8]=[C:9]([NH:11][C:12]([C:14]3[CH:19]=[CH:18][C:17]([C:20]([CH3:25])([CH3:24])[C:21](O)=[O:22])=[CH:16][CH:15]=3)=[O:13])[N:10]=2)[CH:7]=1.[CH3:26][C:27]1([CH3:34])[O:31][CH:30]([CH2:32][NH2:33])[CH2:29][O:28]1.CCN=C=NCCCN(C)C.C1C=CC2N(O)N=NC=2C=1. (3) Given the product [F:12][C:13]1[CH:14]=[C:15]([C:21]2([CH3:8])[CH2:22][O:23]2)[CH:16]=[CH:17][C:18]=1[O:19][CH3:20], predict the reactants needed to synthesize it. The reactants are: CS(C)=O.[H-].[Na+].[I-].[CH3:8][S+](C)C.[F:12][C:13]1[CH:14]=[C:15]([C:21](=[O:23])[CH3:22])[CH:16]=[CH:17][C:18]=1[O:19][CH3:20]. (4) Given the product [CH3:1][N:2]([CH3:4])[NH:3][C:22](=[O:23])[C:21]1[CH:25]=[CH:26][C:18]([C:15]2[CH2:14][C:13]([C:8]3[CH:9]=[C:10]([Cl:12])[CH:11]=[C:6]([Cl:5])[CH:7]=3)([C:28]([F:31])([F:30])[F:29])[O:17][N:16]=2)=[CH:19][C:20]=1[CH3:27], predict the reactants needed to synthesize it. The reactants are: [CH3:1][N:2]([CH3:4])[NH2:3].[Cl:5][C:6]1[CH:7]=[C:8]([C:13]2([C:28]([F:31])([F:30])[F:29])[O:17][N:16]=[C:15]([C:18]3[CH:26]=[CH:25][C:21]([C:22](Cl)=[O:23])=[C:20]([CH3:27])[CH:19]=3)[CH2:14]2)[CH:9]=[C:10]([Cl:12])[CH:11]=1.O.[OH-].[Na+].